This data is from Reaction yield outcomes from USPTO patents with 853,638 reactions. The task is: Predict the reaction yield, written as a fraction of the theoretical maximum amount of product (1.0 means a 100% yield; for example, 0.34 means a 34% yield). (1) The reactants are [Br:1]Br.[CH2:3]([C:5]1[CH:10]=[CH:9][C:8]([OH:11])=[CH:7][CH:6]=1)[CH3:4]. The catalyst is C(Cl)Cl. The product is [Br:1][C:7]1[CH:6]=[C:5]([CH2:3][CH3:4])[CH:10]=[CH:9][C:8]=1[OH:11]. The yield is 0.980. (2) The reactants are [C:1]([C:4]1[CH:9]=[CH:8][C:7](B(O)O)=[CH:6][CH:5]=1)([OH:3])=[O:2].C(=O)([O-])[O-].[K+].[K+].Br[C:20]1[CH:25]=[CH:24][CH:23]=[CH:22][C:21]=1[O:26][CH3:27]. The catalyst is C(O)C.O. The product is [CH3:27][O:26][C:21]1[CH:22]=[CH:23][CH:24]=[CH:25][C:20]=1[C:7]1[CH:8]=[CH:9][C:4]([C:1]([OH:3])=[O:2])=[CH:5][CH:6]=1. The yield is 0.880. (3) The reactants are [F:1][C:2]([F:30])([O:6][C:7]1[CH:8]=[C:9]([CH2:13][N:14]([CH2:23][CH:24]([OH:29])[C:25]([F:28])([F:27])[F:26])[C:15]2[CH:16]=[C:17]([CH:20]=[CH:21][CH:22]=2)[C:18]#[N:19])[CH:10]=[CH:11][CH:12]=1)[CH:3]([F:5])[F:4].C[Sn]([N:35]=[N+:36]=[N-:37])(C)C.C1COCC1.Cl. The catalyst is C1(C)C=CC=CC=1. The product is [F:1][C:2]([F:30])([O:6][C:7]1[CH:8]=[C:9]([CH2:13][N:14]([C:15]2[CH:22]=[CH:21][CH:20]=[C:17]([C:18]3[NH:37][N:36]=[N:35][N:19]=3)[CH:16]=2)[CH2:23][CH:24]([OH:29])[C:25]([F:27])([F:28])[F:26])[CH:10]=[CH:11][CH:12]=1)[CH:3]([F:5])[F:4]. The yield is 0.330. (4) The reactants are C[Al](C)C.[CH3:5][C:6]1[N:7]=[CH:8][C:9]([NH2:12])=[N:10][CH:11]=1.[OH:13][C@H:14]([CH2:19][O:20][C@@H:21]([CH3:34])[CH2:22][O:23][Si:24]([CH:31]([CH3:33])[CH3:32])([CH:28]([CH3:30])[CH3:29])[CH:25]([CH3:27])[CH3:26])[C:15](OC)=[O:16]. The catalyst is C1(C)C=CC=CC=1. The product is [OH:13][C@@H:14]([CH2:19][O:20][C@H:21]([CH3:34])[CH2:22][O:23][Si:24]([CH:28]([CH3:30])[CH3:29])([CH:31]([CH3:33])[CH3:32])[CH:25]([CH3:26])[CH3:27])[C:15]([NH:12][C:9]1[CH:8]=[N:7][C:6]([CH3:5])=[CH:11][N:10]=1)=[O:16]. The yield is 0.565. (5) The reactants are [CH2:1]([N:8]1[CH2:13][C:12](=[O:14])[NH:11][C:10]2[CH:15]=[C:16]([C:19](OC)=[O:20])[CH:17]=[N:18][C:9]1=2)[C:2]1[CH:7]=[CH:6][CH:5]=[CH:4][CH:3]=1.[H-].[Na+].[H-].[Al+3].[Li+].[H-].[H-].[H-].CO. The catalyst is O1CCCC1.O.C(OCC)(=O)C. The product is [CH2:1]([N:8]1[CH2:13][C:12](=[O:14])[NH:11][C:10]2[CH:15]=[C:16]([CH2:19][OH:20])[CH:17]=[N:18][C:9]1=2)[C:2]1[CH:3]=[CH:4][CH:5]=[CH:6][CH:7]=1. The yield is 0.990. (6) The reactants are Cl[C:2]1[N:3]=[N:4][CH:5]=[C:6]([C:14]2[CH:19]=[CH:18][C:17]([F:20])=[CH:16][CH:15]=2)[C:7]=1[C:8]1[CH:13]=[CH:12][N:11]=[CH:10][CH:9]=1.O.[NH2:22][NH2:23]. The catalyst is N1C=CC=CC=1. The product is [F:20][C:17]1[CH:18]=[CH:19][C:14]([C:6]2[C:7]([C:8]3[CH:13]=[CH:12][N:11]=[CH:10][CH:9]=3)=[C:2]([NH:22][NH2:23])[N:3]=[N:4][CH:5]=2)=[CH:15][CH:16]=1. The yield is 0.780.